Dataset: Reaction yield outcomes from USPTO patents with 853,638 reactions. Task: Predict the reaction yield, written as a fraction of the theoretical maximum amount of product (1.0 means a 100% yield; for example, 0.34 means a 34% yield). (1) The reactants are [C:1]([Br:5])(Br)(Br)Br.C1(P(C2C=CC=CC=2)C2C=CC=CC=2)C=CC=CC=1.OC[C:27]1[O:31][N:30]=[C:29]([C:32]([O:34][CH2:35][CH3:36])=[O:33])[CH:28]=1. The catalyst is C1COCC1. The product is [Br:5][CH2:1][C:27]1[O:31][N:30]=[C:29]([C:32]([O:34][CH2:35][CH3:36])=[O:33])[CH:28]=1. The yield is 0.680. (2) The reactants are [NH2:1][C:2]1[S:3][C:4]2[C:10]([N:11]3[CH2:16][CH2:15][O:14][CH2:13][CH2:12]3)=[CH:9][CH:8]=[C:7]([O:17][CH3:18])[C:5]=2[N:6]=1.[Cl:19][CH2:20][C:21]1[CH:29]=[CH:28][C:24]([C:25](Cl)=[O:26])=[CH:23][CH:22]=1.N1C=CC=CC=1. The catalyst is ClCCl. The product is [Cl:19][CH2:20][C:21]1[CH:29]=[CH:28][C:24]([C:25]([NH:1][C:2]2[S:3][C:4]3[C:10]([N:11]4[CH2:16][CH2:15][O:14][CH2:13][CH2:12]4)=[CH:9][CH:8]=[C:7]([O:17][CH3:18])[C:5]=3[N:6]=2)=[O:26])=[CH:23][CH:22]=1. The yield is 0.540. (3) The reactants are [N:1]([CH2:4][C@H:5]([CH3:26])[C@@H:6]([O:18][Si:19]([C:22]([CH3:25])([CH3:24])[CH3:23])([CH3:21])[CH3:20])[C@H:7]([NH:10][C:11](=[O:17])[O:12][C:13]([CH3:16])([CH3:15])[CH3:14])[CH2:8][OH:9])=[N+:2]=[N-:3].[CH3:27][S:28](Cl)(=[O:30])=[O:29]. The catalyst is N1C=CC=CC=1.CN(C1C=CN=CC=1)C.CCOC(C)=O. The product is [CH3:27][S:28]([O:9][CH2:8][C@@H:7]([NH:10][C:11]([O:12][C:13]([CH3:16])([CH3:14])[CH3:15])=[O:17])[C@H:6]([O:18][Si:19]([C:22]([CH3:25])([CH3:24])[CH3:23])([CH3:20])[CH3:21])[C@@H:5]([CH3:26])[CH2:4][N:1]=[N+:2]=[N-:3])(=[O:30])=[O:29]. The yield is 0.690. (4) The reactants are C(OC(C([O:8][C:9](=[O:40])[C@H:10]([C:33]1[CH:34]=[C:35]([CH3:39])[CH:36]=[CH:37][CH:38]=1)[CH2:11][C:12]1[CH:16]=[C:15]([C:17]2[CH:22]=[CH:21][C:20]([Cl:23])=[C:19]([Cl:24])[CH:18]=2)[N:14]([C:25]2[CH:30]=[CH:29][C:28]([O:31][CH3:32])=[CH:27][CH:26]=2)[N:13]=1)C)=O)C.Cl. The catalyst is C(O)(=O)C. The product is [Cl:24][C:19]1[CH:18]=[C:17]([C:15]2[N:14]([C:25]3[CH:26]=[CH:27][C:28]([O:31][CH3:32])=[CH:29][CH:30]=3)[N:13]=[C:12]([CH2:11][C@@H:10]([C:33]3[CH:34]=[C:35]([CH3:39])[CH:36]=[CH:37][CH:38]=3)[C:9]([OH:40])=[O:8])[CH:16]=2)[CH:22]=[CH:21][C:20]=1[Cl:23]. The yield is 0.980. (5) The yield is 0.212. The catalyst is O1CCOCC1.O.[Pd].C(P(C(C)(C)C)C(C)(C)C)(C)(C)C.C(P(C(C)(C)C)C(C)(C)C)(C)(C)C. The product is [O:44]1[C:45]2[CH:51]=[CH:50][CH:49]=[CH:48][C:46]=2[N:47]=[C:43]1[C:2]1[N:3]=[C:4]2[C:10]3[CH:11]=[CH:12][CH:13]=[CH:14][C:9]=3[NH:8][C:7]3[N:15]=[CH:16][CH:17]=[CH:18][C:6]=3[N:5]2[C:19]=1[C:20]1[CH:25]=[CH:24][C:23]([C:26]2([NH:30][C:31](=[O:37])[O:32][C:33]([CH3:36])([CH3:35])[CH3:34])[CH2:29][CH2:28][CH2:27]2)=[CH:22][CH:21]=1. The reactants are Br[C:2]1[N:3]=[C:4]2[C:10]3[CH:11]=[CH:12][CH:13]=[CH:14][C:9]=3[NH:8][C:7]3[N:15]=[CH:16][CH:17]=[CH:18][C:6]=3[N:5]2[C:19]=1[C:20]1[CH:25]=[CH:24][C:23]([C:26]2([NH:30][C:31](=[O:37])[O:32][C:33]([CH3:36])([CH3:35])[CH3:34])[CH2:29][CH2:28][CH2:27]2)=[CH:22][CH:21]=1.C([Sn](CCCC)(CCCC)[C:43]1[O:44][C:45]2[CH:51]=[CH:50][CH:49]=[CH:48][C:46]=2[N:47]=1)CCC.[F-].[Cs+]. (6) The reactants are [N:1]1([CH:6]([C:10]2[CH:15]=[CH:14][C:13]([NH:16][C:17](=[O:24])[CH2:18][CH2:19][CH2:20][C:21]([OH:23])=[O:22])=[CH:12][CH:11]=2)[CH:7]([CH3:9])[CH3:8])[CH:5]=[CH:4][N:3]=[CH:2]1.OS(O)(=O)=O.[CH2:30](O)[CH3:31]. No catalyst specified. The product is [N:1]1([CH:6]([C:10]2[CH:15]=[CH:14][C:13]([NH:16][C:17](=[O:24])[CH2:18][CH2:19][CH2:20][C:21]([O:23][CH2:30][CH3:31])=[O:22])=[CH:12][CH:11]=2)[CH:7]([CH3:9])[CH3:8])[CH:5]=[CH:4][N:3]=[CH:2]1. The yield is 0.180.